Dataset: Forward reaction prediction with 1.9M reactions from USPTO patents (1976-2016). Task: Predict the product of the given reaction. (1) Given the reactants [Cl:1][C:2]1[CH:3]=[CH:4][C:5]([CH2:8]O)=[N:6][CH:7]=1.S(Cl)([Cl:12])=O.CCOC(C)=O.C([O-])([O-])=O.[Na+].[Na+], predict the reaction product. The product is: [Cl:1][C:2]1[CH:3]=[CH:4][C:5]([CH2:8][Cl:12])=[N:6][CH:7]=1. (2) Given the reactants [NH2:1][C:2]1[CH:7]=[CH:6][C:5]([I:8])=[CH:4][C:3]=1[C:9](=[O:11])[CH3:10].Cl.[N:13]([O-])=O.[Na+], predict the reaction product. The product is: [I:8][C:5]1[CH:4]=[C:3]2[C:2](=[CH:7][CH:6]=1)[N:1]=[N:13][CH:10]=[C:9]2[OH:11].